This data is from Reaction yield outcomes from USPTO patents with 853,638 reactions. The task is: Predict the reaction yield, written as a fraction of the theoretical maximum amount of product (1.0 means a 100% yield; for example, 0.34 means a 34% yield). (1) The reactants are C[C:2]1([C:9](O)=O)[CH:7]=[C:6]([CH3:8])[CH:5]=[CH:4][NH:3]1.C(Cl)(=O)[C:13](Cl)=[O:14].C[O:19][C:20](=[O:46])[C@H:21]([CH2:38][C:39]1[CH:44]=[CH:43][C:42]([NH2:45])=[CH:41][CH:40]=1)[NH:22][C:23]([C:25]1([CH2:30][CH2:31][CH2:32][CH2:33][S:34]([CH3:37])(=[O:36])=[O:35])[CH2:29][CH2:28][CH2:27][CH2:26]1)=[O:24].CCN(C(C)C)C(C)C. The catalyst is ClCCl.O.CN(C=O)C. The product is [CH3:9][C:2]1[C:7]([C:13]([NH:45][C:42]2[CH:41]=[CH:40][C:39]([CH2:38][C@@H:21]([C:20]([OH:19])=[O:46])[NH:22][C:23]([C:25]3([CH2:30][CH2:31][CH2:32][CH2:33][S:34]([CH3:37])(=[O:35])=[O:36])[CH2:26][CH2:27][CH2:28][CH2:29]3)=[O:24])=[CH:44][CH:43]=2)=[O:14])=[C:6]([CH3:8])[CH:5]=[CH:4][N:3]=1. The yield is 0.800. (2) The reactants are [CH3:1][O:2][C:3]([C@@H:5]([N:13]1[CH2:21][C:17]2[CH:18]=[CH:19][S:20][C:16]=2[CH2:15][CH2:14]1)[C:6]1[CH:7]=[CH:8][CH:9]=[CH:10][C:11]=1[Cl:12])=[O:4].[C@:22]12([CH2:32][S:33]([OH:36])(=[O:35])=[O:34])[C:29]([CH3:31])([CH3:30])[CH:26]([CH2:27][CH2:28]1)[CH2:25][C:23]2=[O:24].C(OC(C)C)(C)C. The catalyst is CC(C)=O. The product is [CH3:1][O:2][C:3]([C@@H:5]([N:13]1[CH2:21][C:17]2[CH:18]=[CH:19][S:20][C:16]=2[CH2:15][CH2:14]1)[C:6]1[CH:7]=[CH:8][CH:9]=[CH:10][C:11]=1[Cl:12])=[O:4].[C@:22]12([CH2:32][S:33]([O-:36])(=[O:34])=[O:35])[C:29]([CH3:31])([CH3:30])[CH:26]([CH2:27][CH2:28]1)[CH2:25][C:23]2=[O:24]. The yield is 0.880.